Predict the reactants needed to synthesize the given product. From a dataset of Full USPTO retrosynthesis dataset with 1.9M reactions from patents (1976-2016). (1) Given the product [CH3:42][N:41]([CH3:43])[S:38]([C:33]1[CH:34]=[CH:35][CH:36]=[CH:37][C:32]=1[CH2:30][N:3]([CH2:4][C:5]1[CH:10]=[CH:9][C:8]([CH2:11][N:12]2[CH2:13][CH2:14][N:15]([C:18]3[C:23]([C:24]([O:26][CH:27]([CH3:28])[CH3:29])=[O:25])=[CH:22][CH:21]=[CH:20][N:19]=3)[CH2:16][CH2:17]2)=[CH:7][CH:6]=1)[CH2:1][CH3:2])(=[O:40])=[O:39], predict the reactants needed to synthesize it. The reactants are: [CH2:1]([NH:3][CH2:4][C:5]1[CH:10]=[CH:9][C:8]([CH2:11][N:12]2[CH2:17][CH2:16][N:15]([C:18]3[C:23]([C:24]([O:26][CH:27]([CH3:29])[CH3:28])=[O:25])=[CH:22][CH:21]=[CH:20][N:19]=3)[CH2:14][CH2:13]2)=[CH:7][CH:6]=1)[CH3:2].[CH:30]([C:32]1[CH:37]=[CH:36][CH:35]=[CH:34][C:33]=1[S:38]([N:41]([CH3:43])[CH3:42])(=[O:40])=[O:39])=O.C(O)(=O)C.C([BH3-])#N.[Na+]. (2) Given the product [CH2:1]([O:3][C:4](=[O:23])[C:5]1[C:10]([CH2:24][CH3:25])=[CH:9][C:8]([C:12]2[C:17]([CH2:18][CH3:19])=[CH:16][CH:15]=[CH:14][C:13]=2[CH2:20][CH3:21])=[N:7][C:6]=1[CH3:22])[CH3:2], predict the reactants needed to synthesize it. The reactants are: [CH2:1]([O:3][C:4](=[O:23])[C:5]1[C:10](Cl)=[CH:9][C:8]([C:12]2[C:17]([CH2:18][CH3:19])=[CH:16][CH:15]=[CH:14][C:13]=2[CH2:20][CH3:21])=[N:7][C:6]=1[CH3:22])[CH3:2].[CH2:24](B(CC)CC)[CH3:25].C([O-])([O-])=O.[Na+].[Na+]. (3) The reactants are: Br[C:2]1[CH:7]=[C:6]([O:8]C)[C:5](OC)=[CH:4][C:3]=1C1C=CC(F)=CC=1.C([C:21]1[CH:26]=CC(B(O)O)=CC=1)#N.C([O-])([O-])=[O:31].[Na+].[Na+]. Given the product [CH3:5][CH2:6][O:8][C:21]([CH3:26])=[O:31].[CH3:6][CH2:7][CH2:2][CH2:3][CH2:4][CH3:5], predict the reactants needed to synthesize it. (4) Given the product [C:14]([C:2]1[CH:3]=[N:4][C:5]([O:11][CH2:12][CH3:13])=[C:6]([CH:10]=1)[C:7]([OH:9])=[O:8])(=[O:16])[CH3:15], predict the reactants needed to synthesize it. The reactants are: Br[C:2]1[CH:3]=[N:4][C:5]([O:11][CH2:12][CH3:13])=[C:6]([CH:10]=1)[C:7]([OH:9])=[O:8].[CH:14]([O:16]CCCC)=[CH2:15].C1(C)C=CC=CC=1P(C1C=CC=CC=1C)C1C=CC=CC=1C.Cl.